From a dataset of Forward reaction prediction with 1.9M reactions from USPTO patents (1976-2016). Predict the product of the given reaction. (1) Given the reactants ClC1C=C(Cl)[CH:5]=[CH:4][C:3]=1[C:9]1N=[C:11]2C(C)=N[N:16]([CH:20]([CH2:23]C)CC)[C:12]2=[N:13][C:14]=1C.[CH2:25](C(N1C2=NC(NC)=C(OS(C(F)(F)F)(=O)=O)N=C2C(C)=N1)CC)[CH3:26].[CH2:50]([CH:52]([N:55]1[C:59]2=[N:60][C:61]([N:72]([CH3:80])[S:73]([C:76]([F:79])([F:78])[F:77])(=[O:75])=[O:74])=[C:62](OS(C(F)(F)F)(=O)=O)[N:63]=[C:58]2[C:57]([CH3:81])=[N:56]1)[CH2:53][CH3:54])[CH3:51].CN(C)C1C=C(CC)C(B(O)O)=CN=1, predict the reaction product. The product is: [CH2:25]([N:16]([CH2:20][CH3:23])[C:12]1[N:13]=[CH:14][C:9]([C:62]2[N:63]=[C:58]3[C:57]([CH3:81])=[N:56][N:55]([CH:52]([CH2:53][CH3:54])[CH2:50][CH3:51])[C:59]3=[N:60][C:61]=2[N:72]([CH3:80])[S:73]([C:76]([F:79])([F:78])[F:77])(=[O:75])=[O:74])=[C:3]([CH2:4][CH3:5])[CH:11]=1)[CH3:26]. (2) Given the reactants [OH:1][C@@H:2]1[C@H:6]([OH:7])[C@@H:5]([CH2:8][OH:9])[O:4][C@H:3]1[N:10]1[CH:18]=[N:17][C:16]2[C:11]1=[N:12][C:13]([N:20]1[CH:24]=[C:23]([C:25]([NH:27][CH2:28][CH:29]3[CH2:33][CH2:32][CH2:31][CH2:30]3)=[O:26])[CH:22]=[N:21]1)=[N:14][C:15]=2[NH2:19].[Cl:34][C:35]1C=CC(CN)=CC=1, predict the reaction product. The product is: [OH:1][C@@H:2]1[C@H:6]([OH:7])[C@@H:5]([CH2:8][OH:9])[O:4][C@H:3]1[N:10]1[CH:18]=[N:17][C:16]2[C:11]1=[N:12][C:13]([N:20]1[CH:24]=[C:23]([C:25]([NH:27][CH2:28][C:29]3[CH:33]=[CH:32][C:35]([Cl:34])=[CH:31][CH:30]=3)=[O:26])[CH:22]=[N:21]1)=[N:14][C:15]=2[NH2:19]. (3) Given the reactants COC1C=CC(P2(SP(C3C=CC(OC)=CC=3)(=S)S2)=[S:10])=CC=1.[CH2:23]([C@:25]1([CH3:45])[O:29][C:28](=O)[C:27]([O:31][CH:32]([CH3:34])[CH3:33])=[C:26]1[C:35]1[CH:40]=[CH:39][C:38]([S:41]([CH3:44])(=[O:43])=[O:42])=[CH:37][CH:36]=1)[CH3:24], predict the reaction product. The product is: [CH2:23]([C@:25]1([CH3:45])[O:29][C:28](=[S:10])[C:27]([O:31][CH:32]([CH3:34])[CH3:33])=[C:26]1[C:35]1[CH:40]=[CH:39][C:38]([S:41]([CH3:44])(=[O:43])=[O:42])=[CH:37][CH:36]=1)[CH3:24]. (4) Given the reactants [F:1][C:2]1[CH:7]=[CH:6][C:5]([C@@H:8]([NH:11][C:12](=[O:25])[C:13]2[CH:18]=[CH:17][C:16]([C@@H:19]3[O:24][CH2:23][CH2:22][NH:21][CH2:20]3)=[CH:15][CH:14]=2)[CH2:9]O)=[CH:4][CH:3]=1.C(N(S(F)(F)F)CC)C.[OH-].[NH4+].CCCCCCC.C(OC(=O)C)C, predict the reaction product. The product is: [F:1][C:2]1[CH:3]=[CH:4][C:5]([C@@H:8]2[CH2:9][O:25][C:12]([C:13]3[CH:18]=[CH:17][C:16]([C@@H:19]4[O:24][CH2:23][CH2:22][NH:21][CH2:20]4)=[CH:15][CH:14]=3)=[N:11]2)=[CH:6][CH:7]=1. (5) Given the reactants [CH3:1][NH:2][CH2:3][C:4]1[C:8]2[CH:9]=[CH:10][CH:11]=[CH:12][C:7]=2[O:6][C:5]=1[CH3:13].[O:14]=[C:15]1[CH2:20][O:19][C:18]2[CH:21]=[C:22]([CH:25]=[CH:26][C:27](O)=[O:28])[CH:23]=[N:24][C:17]=2[NH:16]1.ON1C2C=CC=CC=2N=N1.C(N(C(C)C)CC)(C)C.CN(C)CCCN=C=NCC, predict the reaction product. The product is: [CH3:1][N:2]([CH2:3][C:4]1[C:8]2[CH:9]=[CH:10][CH:11]=[CH:12][C:7]=2[O:6][C:5]=1[CH3:13])[C:27](=[O:28])/[CH:26]=[CH:25]/[C:22]1[CH:23]=[N:24][C:17]2[NH:16][C:15](=[O:14])[CH2:20][O:19][C:18]=2[CH:21]=1. (6) Given the reactants [Cl:1][C:2]1[CH:3]=[C:4]([CH:25]=[CH:26][C:27]=1[Cl:28])[CH2:5][N:6]([CH3:24])[C:7]([C:9]1[CH2:10][N:11]([CH2:16][CH2:17][N:18]2[CH2:23][CH2:22][NH:21][CH2:20][CH2:19]2)[C:12](=[O:15])[C:13]=1[OH:14])=[O:8].[CH3:29][N:30]([CH3:35])[S:31](Cl)(=[O:33])=[O:32], predict the reaction product. The product is: [Cl:1][C:2]1[CH:3]=[C:4]([CH:25]=[CH:26][C:27]=1[Cl:28])[CH2:5][N:6]([CH3:24])[C:7]([C:9]1[CH2:10][N:11]([CH2:16][CH2:17][N:18]2[CH2:19][CH2:20][N:21]([S:31](=[O:33])(=[O:32])[N:30]([CH3:35])[CH3:29])[CH2:22][CH2:23]2)[C:12](=[O:15])[C:13]=1[OH:14])=[O:8].